This data is from Full USPTO retrosynthesis dataset with 1.9M reactions from patents (1976-2016). The task is: Predict the reactants needed to synthesize the given product. (1) Given the product [Cl:1][C:2]1[CH:3]=[C:4]([CH:18]=[CH:19][C:20]=1[Cl:21])[CH2:5][C:6]1[CH:7]=[N:8][C:9]2[N:10]([N:12]=[CH:13][C:14]=2[C:15]([NH:59][CH2:58][C:57]([N:56]([CH3:61])[CH3:55])=[O:60])=[O:17])[CH:11]=1, predict the reactants needed to synthesize it. The reactants are: [Cl:1][C:2]1[CH:3]=[C:4]([CH:18]=[CH:19][C:20]=1[Cl:21])[CH2:5][C:6]1[CH:7]=[N:8][C:9]2[N:10]([N:12]=[CH:13][C:14]=2[C:15]([OH:17])=O)[CH:11]=1.CN(C(ON1N=NC2C=CC=CC1=2)=[N+](C)C)C.[B-](F)(F)(F)F.C(N(CC)CC)C.C([O-])(=O)C.[CH3:55][N:56]([CH3:61])[C:57](=[O:60])[CH2:58][NH3+:59]. (2) The reactants are: [CH3:1][C@H:2]1[CH2:7][N:6]([CH2:8][C:9]2[CH:14]=[CH:13][CH:12]=[C:11](B3OC(C)(C)C(C)(C)O3)[CH:10]=2)[CH2:5][CH2:4][N:3]1C(OC(C)(C)C)=O.Br[C:32]1[CH:33]=[C:34]([CH2:39][NH:40][C:41]([C:43]2[CH:48]=[CH:47][CH:46]=[C:45]([C:49]([NH:51][CH2:52][C:53]3[C:54]([NH:66][CH:67]4[CH2:72][CH2:71][O:70][CH2:69][CH2:68]4)=[C:55]4[CH:63]=[N:62][N:61]([CH2:64][CH3:65])[C:56]4=[N:57][C:58]=3[CH2:59][CH3:60])=[O:50])[CH:44]=2)=[O:42])[CH:35]=[C:36]([Cl:38])[CH:37]=1.C(=O)([O-])[O-].[K+].[K+].FC(F)(F)C(O)=O. Given the product [Cl:38][C:36]1[CH:35]=[C:34]([CH2:39][NH:40][C:41]([C:43]2[CH:48]=[CH:47][CH:46]=[C:45]([C:49]([NH:51][CH2:52][C:53]3[C:54]([NH:66][CH:67]4[CH2:72][CH2:71][O:70][CH2:69][CH2:68]4)=[C:55]4[CH:63]=[N:62][N:61]([CH2:64][CH3:65])[C:56]4=[N:57][C:58]=3[CH2:59][CH3:60])=[O:50])[CH:44]=2)=[O:42])[CH:33]=[C:32]([C:11]2[CH:12]=[CH:13][CH:14]=[C:9]([CH2:8][N:6]3[CH2:5][CH2:4][NH:3][C@@H:2]([CH3:1])[CH2:7]3)[CH:10]=2)[CH:37]=1, predict the reactants needed to synthesize it. (3) Given the product [Br:18][C:4]1[C:5](=[O:17])[N:6]([CH2:9][C:10]2[CH:15]=[CH:14][CH:13]=[C:12]([F:16])[CH:11]=2)[CH:7]=[CH:8][C:3]=1[NH:2][C:29](=[O:30])[C:28]1[C:27]([F:26])=[CH:35][CH:34]=[CH:33][C:32]=1[F:36], predict the reactants needed to synthesize it. The reactants are: Cl.[NH2:2][C:3]1[CH:8]=[CH:7][N:6]([CH2:9][C:10]2[CH:15]=[CH:14][CH:13]=[C:12]([F:16])[CH:11]=2)[C:5](=[O:17])[C:4]=1[Br:18].C(N(CC)CC)C.[F:26][C:27]1[CH:35]=[CH:34][CH:33]=[C:32]([F:36])[C:28]=1[C:29](Cl)=[O:30].[OH-].[Na+]. (4) Given the product [N:1]([CH:4]([CH2:8][C:9]1[CH:14]=[CH:13][CH:12]=[CH:11][CH:10]=1)[C:5]([NH:41][CH2:34][C:35]1[CH:40]=[CH:39][CH:38]=[CH:37][CH:36]=1)=[O:7])=[N+:2]=[N-:3], predict the reactants needed to synthesize it. The reactants are: [N:1]([CH:4]([CH2:8][C:9]1[CH:14]=[CH:13][CH:12]=[CH:11][CH:10]=1)[C:5]([OH:7])=O)=[N+:2]=[N-:3].C1C=CC2N(O)N=NC=2C=1.CC(C)N=C=NC(C)C.[CH2:34]([NH2:41])[C:35]1[CH:40]=[CH:39][CH:38]=[CH:37][CH:36]=1. (5) Given the product [CH2:10]([CH:3]1[CH2:9][O:8][C:6](=[O:7])[CH2:5][CH2:4]1)[CH2:11][CH2:12][CH2:13][CH3:14], predict the reactants needed to synthesize it. The reactants are: C([CH:3]([CH2:10][CH2:11][CH2:12][CH2:13][CH3:14])[CH2:4][CH2:5][C:6]([O:8][CH3:9])=[O:7])=O.[BH4-].[Na+].[OH-].[Na+]. (6) Given the product [Cl:1][C:2]1[C:3]([CH2:4][OH:5])=[CH:7][C:8]([F:12])=[C:9]([Cl:11])[N:10]=1, predict the reactants needed to synthesize it. The reactants are: [Cl:1][C:2]1[N:10]=[C:9]([Cl:11])[C:8]([F:12])=[CH:7][C:3]=1[C:4](O)=[O:5].B.C1COCC1.C([O-])([O-])=O.[K+].[K+]. (7) The reactants are: [CH3:1][O:2][CH2:3][O:4][C:5]1[CH:22]=[CH:21][C:8]([CH2:9][CH:10]([C:16]([O:18][CH2:19][CH3:20])=[O:17])[C:11]([O:13][CH2:14][CH3:15])=[O:12])=[CH:7][CH:6]=1.[H-].[Na+].[O:25]([CH2:32][CH2:33]Br)[C:26]1[CH:31]=[CH:30][CH:29]=[CH:28][CH:27]=1. Given the product [CH3:1][O:2][CH2:3][O:4][C:5]1[CH:6]=[CH:7][C:8]([CH2:9][C:10]([CH2:33][CH2:32][O:25][C:26]2[CH:31]=[CH:30][CH:29]=[CH:28][CH:27]=2)([C:16]([O:18][CH2:19][CH3:20])=[O:17])[C:11]([O:13][CH2:14][CH3:15])=[O:12])=[CH:21][CH:22]=1, predict the reactants needed to synthesize it.